Dataset: Full USPTO retrosynthesis dataset with 1.9M reactions from patents (1976-2016). Task: Predict the reactants needed to synthesize the given product. (1) Given the product [ClH:23].[NH:8]1[CH2:11][CH:10]([NH:12][C:13]2[CH:18]=[CH:17][C:16]([Br:19])=[CH:15][C:14]=2[N+:20]([O-:22])=[O:21])[CH2:9]1, predict the reactants needed to synthesize it. The reactants are: C(OC([N:8]1[CH2:11][CH:10]([NH:12][C:13]2[CH:18]=[CH:17][C:16]([Br:19])=[CH:15][C:14]=2[N+:20]([O-:22])=[O:21])[CH2:9]1)=O)(C)(C)C.[ClH:23]. (2) Given the product [C:1]([O:5][C:6]([N:8]1[CH2:17][CH2:16][C:15]2[C:10](=[CH:11][CH:12]=[CH:13][C:14]=2[O:18][CH2:19][C:20]([OH:22])=[O:21])[CH2:9]1)=[O:7])([CH3:4])([CH3:2])[CH3:3], predict the reactants needed to synthesize it. The reactants are: [C:1]([O:5][C:6]([N:8]1[CH2:17][CH2:16][C:15]2[C:10](=[CH:11][CH:12]=[CH:13][C:14]=2[O:18][CH2:19][C:20]([O:22]CC)=[O:21])[CH2:9]1)=[O:7])([CH3:4])([CH3:3])[CH3:2].[Li+].[OH-].Cl. (3) Given the product [C:17]1(=[O:22])[N:16]([C:10]2[C:11]3[CH:15]=[CH:14][NH:13][C:12]=3[N:7]=[CH:8][N:9]=2)[C:20](=[O:21])[C:19]2=[CH:23][CH:24]=[CH:25][CH:26]=[C:18]12, predict the reactants needed to synthesize it. The reactants are: CN(C)C(=O)C.[N:7]1[C:12]2[NH:13][CH:14]=[CH:15][C:11]=2[C:10]([NH2:16])=[N:9][CH:8]=1.[C:17]1(=O)[O:22][C:20](=[O:21])[C:19]2=[CH:23][CH:24]=[CH:25][CH:26]=[C:18]12.